This data is from Peptide-MHC class I binding affinity with 185,985 pairs from IEDB/IMGT. The task is: Regression. Given a peptide amino acid sequence and an MHC pseudo amino acid sequence, predict their binding affinity value. This is MHC class I binding data. (1) The peptide sequence is LSEEANWAF. The MHC is HLA-B39:01 with pseudo-sequence HLA-B39:01. The binding affinity (normalized) is 0.0847. (2) The peptide sequence is VLVGVVTLYL. The MHC is HLA-A02:01 with pseudo-sequence HLA-A02:01. The binding affinity (normalized) is 0.614. (3) The peptide sequence is STEIGLLVG. The MHC is HLA-B58:01 with pseudo-sequence HLA-B58:01. The binding affinity (normalized) is 0.0847. (4) The peptide sequence is EFDNYRGTI. The MHC is HLA-B44:02 with pseudo-sequence HLA-B44:02. The binding affinity (normalized) is 0.0847. (5) The peptide sequence is TDYLELDTI. The MHC is Mamu-B01 with pseudo-sequence Mamu-B01. The binding affinity (normalized) is 1.00.